Dataset: Full USPTO retrosynthesis dataset with 1.9M reactions from patents (1976-2016). Task: Predict the reactants needed to synthesize the given product. (1) Given the product [NH2:17][C:12]1[C:9]([C:10]#[N:11])=[C:8]([O:5][CH2:1][CH2:2][CH2:3][CH3:4])[N:15]=[C:14]([NH2:16])[CH:13]=1, predict the reactants needed to synthesize it. The reactants are: [CH2:1]([OH:5])[CH2:2][CH2:3][CH3:4].[Na].Br[C:8]1[N:15]=[C:14]([NH2:16])[CH:13]=[C:12]([NH2:17])[C:9]=1[C:10]#[N:11]. (2) Given the product [F:1][C:2]([F:15])([F:14])[S:3]([O:6][CH2:19][CH2:18][O:17][CH3:16])(=[O:5])=[O:4], predict the reactants needed to synthesize it. The reactants are: [F:1][C:2]([F:15])([F:14])[S:3]([O:6]S(C(F)(F)F)(=O)=O)(=[O:5])=[O:4].[CH3:16][O:17][CH2:18][CH2:19]O.C(N(CC)CC)C. (3) Given the product [CH2:15]([CH:9]([CH2:1][CH2:2][C:3]1[CH:8]=[CH:7][CH:6]=[CH:5][CH:4]=1)[C:10]([OH:12])=[O:11])[CH2:16][C:17]1[CH:22]=[CH:21][CH:20]=[CH:19][CH:18]=1, predict the reactants needed to synthesize it. The reactants are: [CH2:1]([CH:9]([CH2:15][CH2:16][C:17]1[CH:22]=[CH:21][CH:20]=[CH:19][CH:18]=1)[C:10]([O:12]CC)=[O:11])[CH2:2][C:3]1[CH:8]=[CH:7][CH:6]=[CH:5][CH:4]=1.[OH-].[K+]. (4) The reactants are: [Br:1][C:2]1[S:3][C:4]([Br:8])=[CH:5][C:6]=1I.[C:9]([C:11]1[CH:16]=[CH:15][C:14]([CH2:17][CH2:18][CH2:19][CH2:20][CH3:21])=[CH:13][CH:12]=1)#[CH:10]. Given the product [Br:1][C:2]1[S:3][C:4]([Br:8])=[CH:5][C:6]=1[C:10]#[C:9][C:11]1[CH:16]=[CH:15][C:14]([CH2:17][CH2:18][CH2:19][CH2:20][CH3:21])=[CH:13][CH:12]=1, predict the reactants needed to synthesize it. (5) Given the product [CH3:1][O:2][C:3]1[N:8]=[CH:7][C:6]([C:9]2[CH:10]=[C:11]3[C:16](=[CH:17][CH:18]=2)[N:15]=[CH:14][N:13]=[C:12]3[C:19]2[CH:20]=[CH:21][C:22]([CH3:28])=[C:23]([C:24]([N:53]3[CH2:54][CH2:55][N:50]([CH3:49])[CH2:51][CH2:52]3)=[O:26])[CH:27]=2)=[CH:5][CH:4]=1, predict the reactants needed to synthesize it. The reactants are: [CH3:1][O:2][C:3]1[N:8]=[CH:7][C:6]([C:9]2[CH:10]=[C:11]3[C:16](=[CH:17][CH:18]=2)[N:15]=[CH:14][N:13]=[C:12]3[C:19]2[CH:20]=[CH:21][C:22]([CH3:28])=[C:23]([CH:27]=2)[C:24]([OH:26])=O)=[CH:5][CH:4]=1.CCN(C(C)C)C(C)C.CCCP(=O)=O.CN(C=O)C.[CH3:49][N:50]1[CH2:55][CH2:54][NH:53][CH2:52][CH2:51]1. (6) The reactants are: [H-].[Na+].[C:3]([O:7][CH3:8])(=O)[CH2:4][OH:5].[C:9]([O:13][CH3:14])(=[O:12])[CH:10]=C.Cl. Given the product [CH3:14][O:13][C:9]([CH:10]1[C:4](=[O:5])[CH2:3][O:7][CH2:8]1)=[O:12], predict the reactants needed to synthesize it. (7) Given the product [C:19]([O:1][CH2:2][C@H:3]([N:5]1[CH:14]=[CH:13][C:12]2[C:7](=[CH:8][CH:9]=[CH:10][C:11]=2[N+:15]([O-:17])=[O:16])[C:6]1=[O:18])[CH3:4])(=[O:21])[CH3:20], predict the reactants needed to synthesize it. The reactants are: [OH:1][CH2:2][C@H:3]([N:5]1[CH:14]=[CH:13][C:12]2[C:7](=[CH:8][CH:9]=[CH:10][C:11]=2[N+:15]([O-:17])=[O:16])[C:6]1=[O:18])[CH3:4].[C:19](OC(=O)C)(=[O:21])[CH3:20].C(N(CC)CC)C.C(Cl)Cl.